Predict the product of the given reaction. From a dataset of Forward reaction prediction with 1.9M reactions from USPTO patents (1976-2016). (1) Given the reactants [N:1]([O-])=O.[Na+].[NH2:5][C:6]1[C:7]([NH:32][CH:33]2[CH2:38][CH2:37][N:36]([C:39]([O:41][C:42]([CH3:45])([CH3:44])[CH3:43])=[O:40])[CH2:35][CH2:34]2)=[N:8][C:9]([N:18]2[C:22]3[CH:23]=[CH:24][CH:25]=[C:26]([O:27][CH3:28])[C:21]=3[N:20]=[C:19]2[CH:29]([F:31])[F:30])=[N:10][C:11]=1[N:12]1[CH2:17][CH2:16][O:15][CH2:14][CH2:13]1, predict the reaction product. The product is: [F:31][CH:29]([F:30])[C:19]1[N:18]([C:9]2[N:10]=[C:11]([N:12]3[CH2:13][CH2:14][O:15][CH2:16][CH2:17]3)[C:6]3[N:5]=[N:1][N:32]([CH:33]4[CH2:38][CH2:37][N:36]([C:39]([O:41][C:42]([CH3:45])([CH3:44])[CH3:43])=[O:40])[CH2:35][CH2:34]4)[C:7]=3[N:8]=2)[C:22]2[CH:23]=[CH:24][CH:25]=[C:26]([O:27][CH3:28])[C:21]=2[N:20]=1. (2) Given the reactants Br[C:2]1[C:14]2[C:13]3[C:8](=[CH:9][C:10]([CH2:15][O:16][CH3:17])=[CH:11][CH:12]=3)[NH:7][C:6]=2[C:5]([C:18]([NH2:20])=[O:19])=[CH:4][CH:3]=1.[Cl:21][C:22]1[C:31]2[N:26]([C:27](=[O:49])[N:28]([C:33]3[CH:38]=[CH:37][CH:36]=[C:35](B4OC(C)(C)C(C)(C)O4)[C:34]=3[CH3:48])[C:29](=[O:32])[CH:30]=2)[CH:25]=[CH:24][CH:23]=1.C([O-])([O-])=O.[Cs+].[Cs+], predict the reaction product. The product is: [Cl:21][C:22]1[C:31]2[N:26]([C:27](=[O:49])[N:28]([C:33]3[C:34]([CH3:48])=[C:35]([C:2]4[C:14]5[C:13]6[C:8](=[CH:9][C:10]([CH2:15][O:16][CH3:17])=[CH:11][CH:12]=6)[NH:7][C:6]=5[C:5]([C:18]([NH2:20])=[O:19])=[CH:4][CH:3]=4)[CH:36]=[CH:37][CH:38]=3)[C:29](=[O:32])[CH:30]=2)[CH:25]=[CH:24][CH:23]=1. (3) Given the reactants [CH3:1][N:2]1[CH:6]=[CH:5][CH:4]=[C:3]1[CH2:7][C:8]([O:10][CH3:11])=[O:9].C(Cl)(=O)[C:13](Cl)=[O:14].C(=O)([O-])O.[Na+].[OH-].[Na+], predict the reaction product. The product is: [CH:13]([C:6]1[N:2]([CH3:1])[C:3]([CH2:7][C:8]([O:10][CH3:11])=[O:9])=[CH:4][CH:5]=1)=[O:14]. (4) Given the reactants [F:1][C:2]1[CH:7]=[CH:6][C:5]([C:8]2[N:9]=[CH:10][N:11]([CH2:26][CH2:27][N:28]3[CH2:33][CH2:32][O:31][CH2:30][CH2:29]3)[C:12]=2[C:13]2[CH:14]=[CH:15][C:16]3[N:17]([CH:19]=[C:20]([NH:22]C(=O)C)[N:21]=3)[N:18]=2)=[CH:4][CH:3]=1.Cl, predict the reaction product. The product is: [F:1][C:2]1[CH:7]=[CH:6][C:5]([C:8]2[N:9]=[CH:10][N:11]([CH2:26][CH2:27][N:28]3[CH2:29][CH2:30][O:31][CH2:32][CH2:33]3)[C:12]=2[C:13]2[CH:14]=[CH:15][C:16]3[N:17]([CH:19]=[C:20]([NH2:22])[N:21]=3)[N:18]=2)=[CH:4][CH:3]=1. (5) Given the reactants [CH2:1]([N:3]1[C:7]([NH:8][C:9](=[O:25])[C@@H:10]([NH:18][CH2:19][C:20]([O:22]CC)=[O:21])[CH2:11][C:12]2[CH:17]=[CH:16][CH:15]=[CH:14][CH:13]=2)=[CH:6][C:5]([C:26]2[CH:31]=[CH:30][N:29]=[CH:28][CH:27]=2)=[N:4]1)[CH3:2].[OH-].[Na+].Cl, predict the reaction product. The product is: [CH2:1]([N:3]1[C:7]([NH:8][C:9](=[O:25])[C@@H:10]([NH:18][CH2:19][C:20]([OH:22])=[O:21])[CH2:11][C:12]2[CH:13]=[CH:14][CH:15]=[CH:16][CH:17]=2)=[CH:6][C:5]([C:26]2[CH:31]=[CH:30][N:29]=[CH:28][CH:27]=2)=[N:4]1)[CH3:2]. (6) The product is: [CH3:34][C:32]1[N:33]=[C:29]([S:28][CH2:27][C:17]2[N:16]=[C:15]([NH2:14])[CH:20]=[C:19]([N:21]3[CH2:22][CH2:23][O:24][CH2:25][CH2:26]3)[CH:18]=2)[O:30][C:31]=1[CH3:35]. Given the reactants FC(F)(F)C(O)=O.C(OC(=O)[NH:14][C:15]1[CH:20]=[C:19]([N:21]2[CH2:26][CH2:25][O:24][CH2:23][CH2:22]2)[CH:18]=[C:17]([CH2:27][S:28][C:29]2[O:30][C:31]([CH3:35])=[C:32]([CH3:34])[N:33]=2)[N:16]=1)(C)(C)C.C(=O)([O-])O.[Na+], predict the reaction product. (7) The product is: [CH3:31][S:32]([O:30][C@@H:16]1[C@H:14]2[N:15]=[C:11]([N:3]([C:4]([O:5][C:6]([CH3:9])([CH3:7])[CH3:8])=[O:10])[CH2:1][CH3:2])[S:12][C@H:13]2[O:19][C@@H:18]2[CH2:20][O:21][CH:22]([C:24]3[CH:25]=[CH:26][CH:27]=[CH:28][CH:29]=3)[O:23][C@@H:17]12)(=[O:34])=[O:33]. Given the reactants [CH2:1]([N:3]([C:11]1[S:12][C@H:13]2[O:19][C@@H:18]3[CH2:20][O:21][CH:22]([C:24]4[CH:29]=[CH:28][CH:27]=[CH:26][CH:25]=4)[O:23][C@H:17]3[C@H:16]([OH:30])[C@H:14]2[N:15]=1)[C:4](=[O:10])[O:5][C:6]([CH3:9])([CH3:8])[CH3:7])[CH3:2].[CH3:31][S:32](Cl)(=[O:34])=[O:33].C(N(CC)CC)C.CCOC(C)=O, predict the reaction product.